This data is from Forward reaction prediction with 1.9M reactions from USPTO patents (1976-2016). The task is: Predict the product of the given reaction. (1) Given the reactants [Cl:1][C:2]1[CH:3]=[CH:4][C:5]([O:17][CH2:18][CH:19]([CH3:21])[CH3:20])=[C:6]([CH2:8][C:9]2[O:10][CH:11]=[C:12]([C:14]([NH2:16])=O)[N:13]=2)[CH:7]=1, predict the reaction product. The product is: [Cl:1][C:2]1[CH:3]=[CH:4][C:5]([O:17][CH2:18][CH:19]([CH3:21])[CH3:20])=[C:6]([CH2:8][C:9]2[O:10][CH:11]=[C:12]([C:14]#[N:16])[N:13]=2)[CH:7]=1. (2) Given the reactants [CH2:1]([O:5][C:6]1[N:14]=[C:13]2[C:9]([N:10]=[C:11]([O:24]C)[N:12]2[CH2:15][CH2:16][CH2:17][CH:18]2[CH2:23][CH2:22][CH2:21][CH2:20][NH:19]2)=[C:8]([NH2:26])[N:7]=1)[CH2:2][CH2:3][CH3:4].I[CH2:28][CH2:29][CH3:30], predict the reaction product. The product is: [NH2:26][C:8]1[N:7]=[C:6]([O:5][CH2:1][CH2:2][CH2:3][CH3:4])[N:14]=[C:13]2[C:9]=1[NH:10][C:11](=[O:24])[N:12]2[CH2:15][CH2:16][CH2:17][CH:18]1[CH2:23][CH2:22][CH2:21][CH2:20][N:19]1[CH2:28][CH2:29][CH3:30].